Dataset: Reaction yield outcomes from USPTO patents with 853,638 reactions. Task: Predict the reaction yield, written as a fraction of the theoretical maximum amount of product (1.0 means a 100% yield; for example, 0.34 means a 34% yield). (1) The catalyst is C1(C)C=CC=CC=1.C(OCC)(=O)C.O. The reactants are [OH:1][C:2]1[CH:10]=[CH:9][CH:8]=[C:4]([C:5]([OH:7])=[O:6])[C:3]=1[NH2:11].[C:12](Cl)(=O)[C:13]1[CH:18]=[CH:17][CH:16]=[CH:15][CH:14]=1.N1C=CC=CC=1.Cl.C1(C)C=CC(S(O)(=O)=O)=CC=1. The product is [C:13]1([C:12]2[O:1][C:2]3[C:3](=[C:4]([C:5]([OH:7])=[O:6])[CH:8]=[CH:9][CH:10]=3)[N:11]=2)[CH:18]=[CH:17][CH:16]=[CH:15][CH:14]=1. The yield is 0.880. (2) The reactants are [F:1][C:2]([F:9])([F:8])[C:3]([O:5]CC)=O.C[O-].[Na+].[CH3:13][C:14]([C:16]1[CH:21]=[CH:20][C:19]([N+:22]([O-:24])=[O:23])=[CH:18][CH:17]=1)=[O:15].Cl. The catalyst is COC(C)(C)C.CO. The product is [F:9][C:2]([F:1])([F:8])[C:3](=[O:5])[CH2:13][C:14]([C:16]1[CH:17]=[CH:18][C:19]([N+:22]([O-:24])=[O:23])=[CH:20][CH:21]=1)=[O:15]. The yield is 0.880. (3) The reactants are [CH2:1]([NH:5][C:6]1[N:7]=[CH:8][C:9]2[N:14]([C:15]3[CH:20]=[CH:19][C:18]([F:21])=[CH:17][CH:16]=3)[CH:13]=[C:12]([C@H:22]3[CH2:27][CH2:26][C@H:25]([OH:28])[CH2:24][CH2:23]3)[C:10]=2[N:11]=1)[CH2:2][CH2:3][CH3:4].[CH2:29]([NH:33][C:34]1[N:35]=[CH:36][C:37]2[N:42]([C:43]3[CH:48]=[CH:47][C:46]([F:49])=[CH:45][CH:44]=3)[CH2:41][CH:40]([CH:50]3[CH2:55][CH2:54][CH:53]([OH:56])[CH2:52][CH2:51]3)[C:38]=2[N:39]=1)[CH2:30][CH2:31][CH3:32]. The catalyst is CO.[Pd]. The product is [CH2:1]([NH:5][C:6]1[N:7]=[CH:8][C:9]2[N:14]([C:15]3[CH:20]=[CH:19][C:18]([F:21])=[CH:17][CH:16]=3)[CH:13]=[C:12]([C@@H:22]3[CH2:23][CH2:24][C@H:25]([OH:28])[CH2:26][CH2:27]3)[C:10]=2[N:11]=1)[CH2:2][CH2:3][CH3:4].[CH2:29]([NH:33][C:34]1[N:35]=[CH:36][C:37]2[N:42]([C:43]3[CH:48]=[CH:47][C:46]([F:49])=[CH:45][CH:44]=3)[CH:41]=[C:40]([C@H:50]3[CH2:51][CH2:52][C@H:53]([OH:56])[CH2:54][CH2:55]3)[C:38]=2[N:39]=1)[CH2:30][CH2:31][CH3:32]. The yield is 0.130.